This data is from Reaction yield outcomes from USPTO patents with 853,638 reactions. The task is: Predict the reaction yield, written as a fraction of the theoretical maximum amount of product (1.0 means a 100% yield; for example, 0.34 means a 34% yield). (1) The reactants are [C:1]([O:5][C:6]([N:8]1[CH2:15][CH:14]2[NH:16][CH:10]([CH2:11][C:12](=[O:17])[CH2:13]2)[CH2:9]1)=[O:7])([CH3:4])([CH3:3])[CH3:2].CCN(CC)CC.[Cl:25][C:26]1[CH:31]=[CH:30][C:29]([S:32](Cl)(=[O:34])=[O:33])=[CH:28][CH:27]=1. The catalyst is C(Cl)Cl. The product is [C:1]([O:5][C:6]([N:8]1[CH2:15][CH:14]2[N:16]([S:32]([C:29]3[CH:30]=[CH:31][C:26]([Cl:25])=[CH:27][CH:28]=3)(=[O:34])=[O:33])[CH:10]([CH2:11][C:12](=[O:17])[CH2:13]2)[CH2:9]1)=[O:7])([CH3:4])([CH3:2])[CH3:3]. The yield is 0.820. (2) The reactants are N#N.[F:3][C:4]1[CH:5]=[CH:6][C:7]([CH3:12])=[C:8]([CH:11]=1)[C:9]#[N:10].C1C(=O)N([Br:20])C(=O)C1.CC(N=NC(C#N)(C)C)(C#N)C. The catalyst is C(Cl)(Cl)(Cl)Cl. The product is [Br:20][CH2:12][C:7]1[CH:6]=[CH:5][C:4]([F:3])=[CH:11][C:8]=1[C:9]#[N:10]. The yield is 0.660. (3) The reactants are [OH:1][CH2:2][CH2:3][CH2:4][CH2:5][S:6][C:7]1[CH:12]=[CH:11][C:10]([C:13]2[CH:18]=[CH:17][N:16]=[C:15]([NH:19][C:20]3[CH:28]=[CH:27][C:23]([C:24](O)=[O:25])=[CH:22][CH:21]=3)[N:14]=2)=[CH:9][CH:8]=1.[O:29]1[CH:33]=[CH:32][CH:31]=[C:30]1[C:34]([N:36]1[CH2:41][CH2:40][NH:39][CH2:38][CH2:37]1)=[O:35].CCN=C=NCCCN(C)C.C1C=CC2N(O)N=NC=2C=1. The catalyst is C1COCC1.C(Cl)Cl. The product is [O:29]1[CH:33]=[CH:32][CH:31]=[C:30]1[C:34]([N:36]1[CH2:37][CH2:38][N:39]([C:24]([C:23]2[CH:22]=[CH:21][C:20]([NH:19][C:15]3[N:14]=[C:13]([C:10]4[CH:9]=[CH:8][C:7]([S:6][CH2:5][CH2:4][CH2:3][CH2:2][OH:1])=[CH:12][CH:11]=4)[CH:18]=[CH:17][N:16]=3)=[CH:28][CH:27]=2)=[O:25])[CH2:40][CH2:41]1)=[O:35]. The yield is 0.0900. (4) The reactants are C1CN([P+](Br)(N2CCCC2)N2CCCC2)CC1.F[P-](F)(F)(F)(F)F.[C:25]([O:29][C:30]([N:32]1[CH2:37][CH2:36][CH:35]([CH2:38][CH2:39][CH2:40][O:41][C:42]2[CH:47]=[CH:46][C:45]([C:48]([OH:50])=O)=[CH:44][C:43]=2[CH3:51])[CH2:34][CH2:33]1)=[O:31])([CH3:28])([CH3:27])[CH3:26].[CH3:52][N:53]1[C:62]2[NH:61][C:60]3[CH:63]=[CH:64][CH:65]=[CH:66][C:59]=3[NH:58][CH2:57][C:56]=2[CH:55]=[N:54]1.CCN(C(C)C)C(C)C. The catalyst is CN(C1C=CN=CC=1)C.ClCCl. The product is [C:25]([O:29][C:30]([N:32]1[CH2:33][CH2:34][CH:35]([CH2:38][CH2:39][CH2:40][O:41][C:42]2[CH:47]=[CH:46][C:45]([C:48]([N:58]3[CH2:57][C:56]4[CH:55]=[N:54][N:53]([CH3:52])[C:62]=4[NH:61][C:60]4[CH:63]=[CH:64][CH:65]=[CH:66][C:59]3=4)=[O:50])=[CH:44][C:43]=2[CH3:51])[CH2:36][CH2:37]1)=[O:31])([CH3:27])([CH3:26])[CH3:28]. The yield is 0.400.